This data is from Peptide-MHC class I binding affinity with 185,985 pairs from IEDB/IMGT. The task is: Regression. Given a peptide amino acid sequence and an MHC pseudo amino acid sequence, predict their binding affinity value. This is MHC class I binding data. (1) The peptide sequence is AAVSADPLA. The binding affinity (normalized) is 0. The MHC is HLA-A02:03 with pseudo-sequence HLA-A02:03. (2) The peptide sequence is NYTQHTSSM. The MHC is HLA-A29:02 with pseudo-sequence HLA-A29:02. The binding affinity (normalized) is 0.00936. (3) The peptide sequence is VWLSVIWMMW. The MHC is HLA-A11:01 with pseudo-sequence HLA-A11:01. The binding affinity (normalized) is 0.0337. (4) The peptide sequence is AVTAALHRK. The MHC is HLA-A26:03 with pseudo-sequence HLA-A26:03. The binding affinity (normalized) is 0.0847.